The task is: Regression/Classification. Given a drug SMILES string, predict its absorption, distribution, metabolism, or excretion properties. Task type varies by dataset: regression for continuous measurements (e.g., permeability, clearance, half-life) or binary classification for categorical outcomes (e.g., BBB penetration, CYP inhibition). Dataset: cyp2c9_veith.. This data is from CYP2C9 inhibition data for predicting drug metabolism from PubChem BioAssay. (1) The molecule is Cc1cc(Br)ccc1NCc1ccccn1.O=C(O)C(=O)O. The result is 1 (inhibitor). (2) The result is 1 (inhibitor). The molecule is O=C(CSc1ncnc2c1cnn2CCc1ccccc1)Nc1ccc(F)cc1. (3) The molecule is Cc1cnn(-c2cc(N/N=C/c3ccccc3)ncn2)c1. The result is 0 (non-inhibitor). (4) The compound is Cn1c(=O)c2[nH]c(CCCCC(=O)O)nc2n(C)c1=O. The result is 0 (non-inhibitor). (5) The compound is CCCCNC(=O)C1CC(=O)N(CCC(C)C)C1. The result is 0 (non-inhibitor). (6) The compound is NC(=O)N[C@H]1NC(=O)NC1=O. The result is 0 (non-inhibitor). (7) The drug is COC(=O)N1CCC2(CCCN(Cc3ccc(C#N)cc3)C2)CC1. The result is 1 (inhibitor). (8) The compound is N#C/C(=C\Nc1ccccn1)C(=O)C1CC1. The result is 0 (non-inhibitor). (9) The compound is CCC(C)C(NS(=O)(=O)c1ccc(C)cc1)C(=O)Oc1ccc2c3c(c(=O)oc2c1)CCC3. The result is 1 (inhibitor). (10) The compound is COCCNc1nc(-c2cccc(OC)c2)nc2ccccc12. The result is 0 (non-inhibitor).